This data is from Reaction yield outcomes from USPTO patents with 853,638 reactions. The task is: Predict the reaction yield, written as a fraction of the theoretical maximum amount of product (1.0 means a 100% yield; for example, 0.34 means a 34% yield). (1) The yield is 0.650. The product is [Cl:1][C:2]1[CH:3]=[C:4]([C:10](=[O:17])[C:11]#[C:12][C:13]([OH:15])([CH3:14])[CH3:16])[CH:5]=[CH:6][C:7]=1[O:8][CH3:9]. The catalyst is C(Cl)Cl.O. The reactants are [Cl:1][C:2]1[CH:3]=[C:4]([CH:10]([OH:17])[C:11]#[C:12][C:13]([CH3:16])([OH:15])[CH3:14])[CH:5]=[CH:6][C:7]=1[O:8][CH3:9]. (2) The reactants are CO[C:3](=[O:25])[C:4]1[CH:9]=[CH:8][C:7]([O:10][CH2:11][C:12]2[C:13]([C:18]3[CH:23]=[CH:22][C:21]([Cl:24])=[CH:20][N:19]=3)=[N:14][O:15][C:16]=2[CH3:17])=[N:6][CH:5]=1.COC(=O)C1C=CC(OC[C:37]2[C:38]([C:43]3[CH:48]=CC=CC=3F)=N[O:40][C:41]=2C)=NC=1.[NH2:51]C1CCOCC1. No catalyst specified. The product is [Cl:24][C:21]1[CH:22]=[CH:23][C:18]([C:13]2[C:12]([CH2:11][O:10][C:7]3[CH:8]=[CH:9][C:4]([C:3]([NH2:51])=[O:25])=[C:5]([CH:38]4[CH2:43][CH2:48][O:40][CH2:41][CH2:37]4)[N:6]=3)=[C:16]([CH3:17])[O:15][N:14]=2)=[N:19][CH:20]=1. The yield is 0.470. (3) The reactants are [NH2:1][CH:2]1[CH2:7][CH2:6][CH2:5][CH:4]([C:8]([OH:10])=[O:9])[CH2:3]1.[OH-].[Na+].O1CCOCC1.[C:19](O[C:19]([O:21][C:22]([CH3:25])([CH3:24])[CH3:23])=[O:20])([O:21][C:22]([CH3:25])([CH3:24])[CH3:23])=[O:20]. The catalyst is O. The product is [C:22]([O:21][C:19]([NH:1][CH:2]1[CH2:7][CH2:6][CH2:5][CH:4]([C:8]([OH:10])=[O:9])[CH2:3]1)=[O:20])([CH3:25])([CH3:24])[CH3:23]. The yield is 0.930.